This data is from Forward reaction prediction with 1.9M reactions from USPTO patents (1976-2016). The task is: Predict the product of the given reaction. (1) Given the reactants [Cl:1][C:2]1[CH:7]=[C:6](Cl)[C:5]([N+:9]([O-:11])=[O:10])=[CH:4][N:3]=1.[CH:12]1([NH2:15])[CH2:14][CH2:13]1, predict the reaction product. The product is: [Cl:1][C:2]1[CH:7]=[C:6]([NH:15][CH:12]2[CH2:14][CH2:13]2)[C:5]([N+:9]([O-:11])=[O:10])=[CH:4][N:3]=1. (2) Given the reactants [OH:1]OS([O-])=O.[K+].[CH3:7][N:8]([CH3:41])[C:9]([C:11]1[CH:12]=[C:13]([S:17]([C:19]2[CH:28]=[C:27]3[C:22]([C:23]([NH:32][C:33]4[CH:38]=[CH:37][CH:36]=[C:35]([O:39][CH3:40])[CH:34]=4)=[C:24]([C:29]([NH2:31])=[O:30])[CH:25]=[N:26]3)=[CH:21][CH:20]=2)=[O:18])[CH:14]=[CH:15][CH:16]=1)=[O:10], predict the reaction product. The product is: [CH3:7][N:8]([CH3:41])[C:9]([C:11]1[CH:12]=[C:13]([S:17]([C:19]2[CH:28]=[C:27]3[C:22]([C:23]([NH:32][C:33]4[CH:38]=[CH:37][CH:36]=[C:35]([O:39][CH3:40])[CH:34]=4)=[C:24]([C:29]([NH2:31])=[O:30])[CH:25]=[N:26]3)=[CH:21][CH:20]=2)(=[O:1])=[O:18])[CH:14]=[CH:15][CH:16]=1)=[O:10]. (3) Given the reactants [NH2:1][C@@H:2]1[CH2:7][CH2:6][C@H:5]([NH:8][C:9](=[O:18])[C:10]2[CH:15]=[CH:14][C:13]([F:16])=[C:12]([Cl:17])[CH:11]=2)[CH2:4][CH2:3]1.Cl[C:20]1[CH:25]=[C:24]([CH3:26])[N:23]=[C:22]([CH3:27])[N:21]=1, predict the reaction product. The product is: [ClH:17].[Cl:17][C:12]1[CH:11]=[C:10]([CH:15]=[CH:14][C:13]=1[F:16])[C:9]([NH:8][C@H:5]1[CH2:4][CH2:3][C@@H:2]([NH:1][C:20]2[CH:25]=[C:24]([CH3:26])[N:23]=[C:22]([CH3:27])[N:21]=2)[CH2:7][CH2:6]1)=[O:18]. (4) Given the reactants [CH2:1]([N:3]([CH2:18][CH3:19])[CH2:4][CH2:5][CH2:6][CH2:7][O:8][C:9]1[CH:10]=[C:11]2[C:15](=[CH:16][CH:17]=1)[NH:14][CH:13]=[CH:12]2)[CH3:2].[Br:20][C:21]1[CH:26]=[CH:25][CH:24]=[C:23](F)[CH:22]=1, predict the reaction product. The product is: [Br:20][C:21]1[CH:22]=[C:23]([N:14]2[C:15]3[C:11](=[CH:10][C:9]([O:8][CH2:7][CH2:6][CH2:5][CH2:4][N:3]([CH2:1][CH3:2])[CH2:18][CH3:19])=[CH:17][CH:16]=3)[CH:12]=[CH:13]2)[CH:24]=[CH:25][CH:26]=1.